From a dataset of Full USPTO retrosynthesis dataset with 1.9M reactions from patents (1976-2016). Predict the reactants needed to synthesize the given product. (1) Given the product [C:14]([NH:13][C:9]1[CH:8]=[C:7]([CH:4]2[CH2:5][CH2:6][N:1]([CH2:18][CH2:19][CH2:20][NH:21][C:22](=[O:28])[O:23][C:24]([CH3:27])([CH3:26])[CH3:25])[CH2:2][CH2:3]2)[CH:12]=[CH:11][CH:10]=1)(=[O:16])[CH3:15], predict the reactants needed to synthesize it. The reactants are: [NH:1]1[CH2:6][CH2:5][CH:4]([C:7]2[CH:8]=[C:9]([NH:13][C:14](=[O:16])[CH3:15])[CH:10]=[CH:11][CH:12]=2)[CH2:3][CH2:2]1.Br[CH2:18][CH2:19][CH2:20][NH:21][C:22](=[O:28])[O:23][C:24]([CH3:27])([CH3:26])[CH3:25].C([O-])([O-])=O.[K+].[K+].C(N(C(C)C)CC)(C)C. (2) The reactants are: C(OC(=O)[NH:10][C@H:11]([CH2:16][O:17][Si:18]([C:31]([CH3:34])([CH3:33])[CH3:32])([C:25]1[CH:30]=[CH:29][CH:28]=[CH:27][CH:26]=1)[C:19]1[CH:24]=[CH:23][CH:22]=[CH:21][CH:20]=1)[CH2:12][CH:13]([CH3:15])[CH3:14])C1C=CC=CC=1. Given the product [Si:18]([O:17][CH2:16][C@@H:11]([NH2:10])[CH2:12][CH:13]([CH3:14])[CH3:15])([C:31]([CH3:33])([CH3:34])[CH3:32])([C:25]1[CH:26]=[CH:27][CH:28]=[CH:29][CH:30]=1)[C:19]1[CH:20]=[CH:21][CH:22]=[CH:23][CH:24]=1, predict the reactants needed to synthesize it. (3) Given the product [C:9]([CH:8]([CH2:7][C:6]1[CH:5]=[CH:4][C:3]([C:1]#[N:2])=[CH:34][CH:33]=1)[CH2:21][CH2:22][C:23]1[CH:28]=[CH:27][C:26]([C:29]([O:31][CH3:32])=[O:30])=[CH:25][CH:24]=1)([OH:11])=[O:10], predict the reactants needed to synthesize it. The reactants are: [C:1]([C:3]1[CH:34]=[CH:33][C:6]([CH2:7][C:8]([CH2:21][CH2:22][C:23]2[CH:28]=[CH:27][C:26]([C:29]([O:31][CH3:32])=[O:30])=[CH:25][CH:24]=2)(C(OCC=C)=O)[C:9]([O:11]CC=C)=[O:10])=[CH:5][CH:4]=1)#[N:2].C1(P(C2C=CC=CC=2)C2C=CC=CC=2)C=CC=CC=1.C(N(CC)CC)C.C(O)=O. (4) The reactants are: [NH2:1][C:2]1[C:3]([O:13][CH3:14])=[CH:4][C:5]([N:8]2[CH2:12][CH2:11][CH2:10][CH2:9]2)=[N:6][CH:7]=1.[F:15][C:16]([F:37])([F:36])[C:17]1[CH:18]=[C:19]2[CH:25]=[C:24]([C:26](O)=[O:27])[N:23]([CH2:29][C:30]3[CH:35]=[CH:34][N:33]=[CH:32][CH:31]=3)[C:20]2=[N:21][CH:22]=1. Given the product [CH3:14][O:13][C:3]1[CH:4]=[C:5]([N:8]2[CH2:12][CH2:11][CH2:10][CH2:9]2)[N:6]=[CH:7][C:2]=1[NH:1][C:26]([C:24]1[N:23]([CH2:29][C:30]2[CH:35]=[CH:34][N:33]=[CH:32][CH:31]=2)[C:20]2=[N:21][CH:22]=[C:17]([C:16]([F:15])([F:36])[F:37])[CH:18]=[C:19]2[CH:25]=1)=[O:27], predict the reactants needed to synthesize it.